Task: Predict the reactants needed to synthesize the given product.. Dataset: Full USPTO retrosynthesis dataset with 1.9M reactions from patents (1976-2016) (1) Given the product [Cl:1][C:2]1[C:3]2[CH:10]=[CH:9][N:8]([CH2:18][O:17][CH2:16][CH2:15][Si:12]([CH3:14])([CH3:13])[CH3:11])[C:4]=2[N:5]=[CH:6][N:7]=1, predict the reactants needed to synthesize it. The reactants are: [Cl:1][C:2]1[C:3]2[CH:10]=[CH:9][NH:8][C:4]=2[N:5]=[CH:6][N:7]=1.[CH3:11][Si:12]([CH2:15][CH2:16][O:17][CH2:18]Cl)([CH3:14])[CH3:13].[H-].[Na+]. (2) Given the product [CH3:12][O:13][C:14](=[O:33])[C:15](=[C:35]1[CH2:36][CH2:37][CH:38]([NH:41][C:42]([O:43][C:44]([CH3:47])([CH3:46])[CH3:45])=[O:48])[CH2:39][CH2:40]1)[NH:16][C:17]([O:19][CH2:20][C:21]1[CH:22]=[CH:23][CH:24]=[CH:25][CH:26]=1)=[O:18], predict the reactants needed to synthesize it. The reactants are: C1CCN2C(=NCCC2)CC1.[CH3:12][O:13][C:14](=[O:33])[CH:15](P(OC)(OC)=O)[NH:16][C:17]([O:19][CH2:20][C:21]1[CH:26]=[CH:25][CH:24]=[CH:23][CH:22]=1)=[O:18].O=[C:35]1[CH2:40][CH2:39][CH:38]([NH:41][C:42](=[O:48])[O:43][C:44]([CH3:47])([CH3:46])[CH3:45])[CH2:37][CH2:36]1. (3) Given the product [Br:29][CH2:30][C:31]([N:9]([C:4]1[CH:5]=[CH:6][C:7]([CH3:8])=[C:2]([CH3:1])[CH:3]=1)[CH2:10][CH2:11][C:12]1[CH:13]=[N:14][C:15]([C:18]([F:21])([F:20])[F:19])=[CH:16][CH:17]=1)=[O:32], predict the reactants needed to synthesize it. The reactants are: [CH3:1][C:2]1[CH:3]=[C:4]([NH:9][CH2:10][CH2:11][C:12]2[CH:13]=[N:14][C:15]([C:18]([F:21])([F:20])[F:19])=[CH:16][CH:17]=2)[CH:5]=[CH:6][C:7]=1[CH3:8].C(N(CC)CC)C.[Br:29][CH2:30][C:31](Cl)=[O:32].